From a dataset of Full USPTO retrosynthesis dataset with 1.9M reactions from patents (1976-2016). Predict the reactants needed to synthesize the given product. (1) Given the product [C:15]([S:19][C:20](=[O:25])[CH:21]([CH2:2][C:3]1[CH:8]=[CH:7][C:6]([C:9](=[O:14])[C:10]([CH3:13])([CH3:12])[CH3:11])=[CH:5][CH:4]=1)[C:22](=[O:24])[CH3:23])([CH3:18])([CH3:16])[CH3:17], predict the reactants needed to synthesize it. The reactants are: Br[CH2:2][C:3]1[CH:8]=[CH:7][C:6]([C:9](=[O:14])[C:10]([CH3:13])([CH3:12])[CH3:11])=[CH:5][CH:4]=1.[C:15]([S:19][C:20](=[O:25])[CH2:21][C:22](=[O:24])[CH3:23])([CH3:18])([CH3:17])[CH3:16]. (2) Given the product [CH2:16]([C:15]([C:12]1[CH:13]=[CH:14][C:9]([C:8]([NH:7][C:4]([CH3:5])([CH3:6])[C:3]([OH:37])=[O:2])=[O:36])=[C:10]([CH3:35])[CH:11]=1)([C:18]1[CH:23]=[CH:22][C:21]([C:24]#[C:25][C:26]([CH2:27][CH3:28])([OH:29])[CH2:30][CH3:31])=[C:20]([CH3:32])[CH:19]=1)[CH2:33][CH3:34])[CH3:17], predict the reactants needed to synthesize it. The reactants are: C[O:2][C:3](=[O:37])[C:4]([NH:7][C:8](=[O:36])[C:9]1[CH:14]=[CH:13][C:12]([C:15]([CH2:33][CH3:34])([C:18]2[CH:23]=[CH:22][C:21]([C:24]#[C:25][C:26]([CH2:30][CH3:31])([OH:29])[CH2:27][CH3:28])=[C:20]([CH3:32])[CH:19]=2)[CH2:16][CH3:17])=[CH:11][C:10]=1[CH3:35])([CH3:6])[CH3:5].[OH-].[Li+]. (3) Given the product [Br:1][C:2]1[CH:7]=[CH:6][C:5]([O:8][Si:24]([C:20]([CH3:23])([CH3:22])[CH3:21])([CH3:26])[CH3:25])=[CH:4][C:3]=1[O:9][CH3:10], predict the reactants needed to synthesize it. The reactants are: [Br:1][C:2]1[CH:7]=[CH:6][C:5]([OH:8])=[CH:4][C:3]=1[O:9][CH3:10].CCN(C(C)C)C(C)C.[C:20]([Si:24](Cl)([CH3:26])[CH3:25])([CH3:23])([CH3:22])[CH3:21]. (4) Given the product [Cl:16][C:17]1[CH:22]=[CH:21][C:20]([S:23]([N:8]([CH2:9][CH2:10][C:11]([O:13][CH2:14][CH3:15])=[O:12])[C:4]2[CH:5]=[CH:6][CH:7]=[C:2]([F:1])[CH:3]=2)(=[O:25])=[O:24])=[CH:19][CH:18]=1, predict the reactants needed to synthesize it. The reactants are: [F:1][C:2]1[CH:3]=[C:4]([NH:8][CH2:9][CH2:10][C:11]([O:13][CH2:14][CH3:15])=[O:12])[CH:5]=[CH:6][CH:7]=1.[Cl:16][C:17]1[CH:22]=[CH:21][C:20]([S:23](Cl)(=[O:25])=[O:24])=[CH:19][CH:18]=1.